From a dataset of Full USPTO retrosynthesis dataset with 1.9M reactions from patents (1976-2016). Predict the reactants needed to synthesize the given product. (1) The reactants are: CC([O-])=O.[Na+].[C:6]([O:10][C:11]([N:13]1[CH2:18][CH2:17][C:16](O)([CH:19]([C:26]([OH:28])=[O:27])[C:20]2[CH:25]=[CH:24][CH:23]=[CH:22][CH:21]=2)[CH2:15][CH2:14]1)=[O:12])([CH3:9])([CH3:8])[CH3:7]. Given the product [C:6]([O:10][C:11]([N:13]1[CH2:18][CH2:17][C:16](=[C:19]([C:20]2[CH:21]=[CH:22][CH:23]=[CH:24][CH:25]=2)[C:26]([OH:28])=[O:27])[CH2:15][CH2:14]1)=[O:12])([CH3:9])([CH3:7])[CH3:8], predict the reactants needed to synthesize it. (2) Given the product [Cl:1][C:2]1[CH:7]=[CH:6][C:5]([CH:8]=[CH:9][C:10]2[O:11][CH:12]=[C:13]([CH2:15][OH:20])[N:14]=2)=[C:4]([F:17])[CH:3]=1, predict the reactants needed to synthesize it. The reactants are: [Cl:1][C:2]1[CH:7]=[CH:6][C:5]([CH:8]=[CH:9][C:10]2[O:11][CH:12]=[C:13]([CH2:15]Cl)[N:14]=2)=[C:4]([F:17])[CH:3]=1.C([O-])(=[O:20])C.[Na+]. (3) Given the product [F:1][C:2]1[CH:7]=[CH:6][C:5]([NH:8][C:9]2[C:10]3[C:17]([CH3:18])=[C:16]([C:68]([NH2:66])=[O:69])[S:15][C:11]=3[N:12]=[CH:13][N:14]=2)=[C:4]([O:22][C@@H:23]2[CH2:28][CH2:27][CH2:26][CH2:25][C@H:24]2[O:29][CH3:30])[CH:3]=1, predict the reactants needed to synthesize it. The reactants are: [F:1][C:2]1[CH:7]=[CH:6][C:5]([NH:8][C:9]2[C:10]3[C:17]([CH3:18])=[C:16](C(O)=O)[S:15][C:11]=3[N:12]=[CH:13][N:14]=2)=[C:4]([O:22][C@@H:23]2[CH2:28][CH2:27][CH2:26][CH2:25][C@H:24]2[O:29][CH3:30])[CH:3]=1.N.CN(C(ON1N=NC2C=CC=NC1=2)=[N+](C)C)C.F[P-](F)(F)(F)(F)F.CCN(C(C)C)C(C)C.C[N:66]([CH:68]=[O:69])C. (4) Given the product [Br:1][C:2]1[CH:3]=[C:4]([NH:9][CH2:18][CH2:17][CH2:16][C:10]2[CH:15]=[CH:14][CH:13]=[CH:12][CH:11]=2)[CH:5]=[N:6][C:7]=1[Cl:8], predict the reactants needed to synthesize it. The reactants are: [Br:1][C:2]1[CH:3]=[C:4]([NH2:9])[CH:5]=[N:6][C:7]=1[Cl:8].[C:10]1([CH2:16][CH2:17][CH:18]=O)[CH:15]=[CH:14][CH:13]=[CH:12][CH:11]=1.[BH-](OC(C)=O)(OC(C)=O)OC(C)=O.[Na+].